From a dataset of Peptide-MHC class II binding affinity with 134,281 pairs from IEDB. Regression. Given a peptide amino acid sequence and an MHC pseudo amino acid sequence, predict their binding affinity value. This is MHC class II binding data. (1) The peptide sequence is ISATPEWATPFPHRK. The MHC is DRB3_0202 with pseudo-sequence DRB3_0202. The binding affinity (normalized) is 0.0238. (2) The peptide sequence is SDFYGLISERFINYC. The MHC is DRB3_0101 with pseudo-sequence DRB3_0101. The binding affinity (normalized) is 0.154. (3) The peptide sequence is DIFTNSRGKRASKGN. The MHC is DRB1_0901 with pseudo-sequence DRB1_0901. The binding affinity (normalized) is 0.427. (4) The peptide sequence is TPVNIIGRNLLTQIG. The MHC is HLA-DPA10103-DPB10401 with pseudo-sequence HLA-DPA10103-DPB10401. The binding affinity (normalized) is 0.312. (5) The peptide sequence is EEFCTLASRFLVEED. The MHC is DRB1_0901 with pseudo-sequence DRB1_0901. The binding affinity (normalized) is 0.640.